From a dataset of Forward reaction prediction with 1.9M reactions from USPTO patents (1976-2016). Predict the product of the given reaction. (1) The product is: [C:14]([O:13][C:11]([N:9]1[C:8]2[CH:18]=[CH:19][CH:20]=[C:21]([C:22]3[CH:27]=[C:26]([Cl:28])[CH:25]=[CH:24][C:23]=3[Cl:29])[C:7]=2[O:6][C@H:5]([CH2:4][NH2:1])[CH2:10]1)=[O:12])([CH3:17])([CH3:16])[CH3:15]. Given the reactants [N:1]([CH2:4][C@@H:5]1[CH2:10][N:9]([C:11]([O:13][C:14]([CH3:17])([CH3:16])[CH3:15])=[O:12])[C:8]2[CH:18]=[CH:19][CH:20]=[C:21]([C:22]3[CH:27]=[C:26]([Cl:28])[CH:25]=[CH:24][C:23]=3[Cl:29])[C:7]=2[O:6]1)=[N+]=[N-].C1(P(C2C=CC=CC=2)C2C=CC=CC=2)C=CC=CC=1.O, predict the reaction product. (2) Given the reactants Br[C:2]1[CH:3]=[C:4]([CH:8]([O:18][CH:19]2[CH2:24][CH2:23][N:22]([CH3:25])[CH2:21][CH2:20]2)[C:9]2[S:10][C:11]3[CH:17]=[CH:16][CH:15]=[CH:14][C:12]=3[N:13]=2)[CH:5]=[CH:6][CH:7]=1.CC1(C)C2C(=C(P(C3C=CC=CC=3)C3C=CC=CC=3)C=CC=2)OC2C(P(C3C=CC=CC=3)C3C=CC=CC=3)=CC=CC1=2.[CH2:68]([SH:75])[C:69]1[CH:74]=[CH:73][CH:72]=[CH:71][CH:70]=1.C(N(C(C)C)CC)(C)C, predict the reaction product. The product is: [CH2:68]([S:75][C:2]1[CH:3]=[C:4]([CH:8]([O:18][CH:19]2[CH2:24][CH2:23][N:22]([CH3:25])[CH2:21][CH2:20]2)[C:9]2[S:10][C:11]3[CH:17]=[CH:16][CH:15]=[CH:14][C:12]=3[N:13]=2)[CH:5]=[CH:6][CH:7]=1)[C:69]1[CH:74]=[CH:73][CH:72]=[CH:71][CH:70]=1. (3) Given the reactants [CH2:1]([C@H:5]([CH2:8][C:9]#[N:10])[C:6]#[N:7])[CH:2]([CH3:4])[CH3:3].C1(C)C=CC=CC=1.N12CCCN=C1CCCCC2, predict the reaction product. The product is: [CH2:1]([CH:5]([CH2:8][C:9]#[N:10])[C:6]#[N:7])[CH:2]([CH3:4])[CH3:3]. (4) Given the reactants [CH3:1][C:2]1[C:3]([CH2:8][N:9]([CH2:15][C:16]2[C:21]([CH3:22])=[CH:20][CH:19]=[CH:18][N:17]=2)[CH2:10][CH2:11][CH2:12][CH2:13][NH2:14])=[N:4][CH:5]=[CH:6][CH:7]=1.CC([O-])=O.[Na+].[N:28]#[C:29]Br.O, predict the reaction product. The product is: [CH3:1][C:2]1[C:3]([CH2:8][N:9]([CH2:15][C:16]2[C:21]([CH3:22])=[CH:20][CH:19]=[CH:18][N:17]=2)[CH2:10][CH2:11][CH2:12][CH2:13][NH:14][C:29]#[N:28])=[N:4][CH:5]=[CH:6][CH:7]=1.